From a dataset of Catalyst prediction with 721,799 reactions and 888 catalyst types from USPTO. Predict which catalyst facilitates the given reaction. (1) Reactant: Cl[CH2:2][CH2:3][O:4][CH2:5][CH2:6][OH:7].[N-:8]=[N+:9]=[N-:10].[Na+].[Cl-].[Na+]. Product: [N:8]([CH2:2][CH2:3][O:4][CH2:5][CH2:6][OH:7])=[N+:9]=[N-:10]. The catalyst class is: 6. (2) Reactant: C1(C)C=CC(S([CH2:10][N+:11]#[C-])(=O)=O)=CC=1.CC(C)([O-])C.[K+].[C:20]1([N:26]([C:33]2[CH:40]=[CH:39][C:36]([CH:37]=O)=[CH:35][CH:34]=2)[C:27]2[CH:32]=[CH:31][CH:30]=[CH:29][CH:28]=2)[CH:25]=[CH:24][CH:23]=[CH:22][CH:21]=1.CO. Product: [C:20]1([N:26]([C:33]2[CH:40]=[CH:39][C:36]([CH2:37][C:10]#[N:11])=[CH:35][CH:34]=2)[C:27]2[CH:32]=[CH:31][CH:30]=[CH:29][CH:28]=2)[CH:25]=[CH:24][CH:23]=[CH:22][CH:21]=1. The catalyst class is: 216. (3) Reactant: Br[CH:2]([CH3:12])[C:3]([C:5]1[CH:10]=[CH:9][C:8]([OH:11])=[CH:7][CH:6]=1)=O.[NH2:13][C:14]1[CH:19]=[CH:18][C:17]([I:20])=[CH:16][N:15]=1. Product: [OH:11][C:8]1[CH:9]=[CH:10][C:5]([C:3]2[N:13]=[C:14]3[CH:19]=[CH:18][C:17]([I:20])=[CH:16][N:15]3[C:2]=2[CH3:12])=[CH:6][CH:7]=1. The catalyst class is: 10. (4) Reactant: [Br:1][C:2]1[C:7]2=[N:8][N:9]3[C:14]([CH:15]4[CH2:20][CH2:19][N:18](C(OC(C)(C)C)=O)[CH2:17][CH2:16]4)=[CH:13][C:12](=[O:28])[NH:11][C:10]3=[C:6]2[CH:5]=[N:4][CH:3]=1.[ClH:29]. The catalyst class is: 71. Product: [ClH:29].[Br:1][C:2]1[C:7]2=[N:8][N:9]3[C:14]([CH:15]4[CH2:16][CH2:17][NH:18][CH2:19][CH2:20]4)=[CH:13][C:12](=[O:28])[NH:11][C:10]3=[C:6]2[CH:5]=[N:4][CH:3]=1. (5) Reactant: CCOC(/N=N/C(OCC)=O)=O.[CH3:13][O:14][C:15](=[O:29])[C@@H:16]1[CH2:20][C@@H:19]([OH:21])[CH2:18][N:17]1[C:22]([O:24][C:25]([CH3:28])([CH3:27])[CH3:26])=[O:23].[F:30][C:31]1[CH:32]=[CH:33][C:34]([N+:38]([O-:40])=[O:39])=[C:35](O)[CH:36]=1.C1(P(C2C=CC=CC=2)C2C=CC=CC=2)C=CC=CC=1. Product: [F:30][C:31]1[CH:36]=[CH:35][C:34]([N+:38]([O-:40])=[O:39])=[C:33]([CH:32]=1)[O:21][C@@H:19]1[CH2:18][N:17]([C:22]([O:24][C:25]([CH3:26])([CH3:28])[CH3:27])=[O:23])[C@H:16]([C:15]([O:14][CH3:13])=[O:29])[CH2:20]1. The catalyst class is: 4. (6) Reactant: [C:1]([O:5][C:6](=[O:21])[CH2:7][N:8]1[C:16]2[C:11](=[CH:12][C:13](Br)=[CH:14][CH:15]=2)[C:10]([C:18](=[O:20])[NH2:19])=[N:9]1)([CH3:4])([CH3:3])[CH3:2].[O:22]1[CH2:27][CH2:26][N:25]([C:28]2[CH:33]=[CH:32][C:31](B(O)O)=[CH:30][CH:29]=2)[CH2:24][CH2:23]1.C(=O)([O-])[O-].[Cs+].[Cs+].CN(C=O)C. Product: [C:18]([C:10]1[C:11]2[C:16](=[CH:15][CH:14]=[C:13]([C:31]3[CH:30]=[CH:29][C:28]([N:25]4[CH2:24][CH2:23][O:22][CH2:27][CH2:26]4)=[CH:33][CH:32]=3)[CH:12]=2)[N:8]([CH2:7][C:6]([O:5][C:1]([CH3:4])([CH3:3])[CH3:2])=[O:21])[N:9]=1)(=[O:20])[NH2:19]. The catalyst class is: 6. (7) Reactant: [F:1][C:2]1[CH:16]=[CH:15][C:5]([CH2:6][N:7]2[CH2:12][CH:11]3[CH2:13][CH2:14][CH:8]2[CH2:9][NH:10]3)=[CH:4][CH:3]=1.[Cl:17][C:18]1[CH:28]=[CH:27][C:21]([O:22][CH2:23][C:24](Cl)=[O:25])=[CH:20][CH:19]=1. Product: [Cl:17][C:18]1[CH:28]=[CH:27][C:21]([O:22][CH2:23][C:24]([N:10]2[CH2:9][CH:8]3[CH2:14][CH2:13][CH:11]2[CH2:12][N:7]3[CH2:6][C:5]2[CH:15]=[CH:16][C:2]([F:1])=[CH:3][CH:4]=2)=[O:25])=[CH:20][CH:19]=1. The catalyst class is: 68. (8) Reactant: [C:1]([O:5][C:6](=[O:21])[NH:7][CH:8]([C:10]1[CH:15]=[C:14]([Cl:16])[C:13]([CH3:17])=[C:12](Br)[C:11]=1[O:19][CH3:20])[CH3:9])([CH3:4])([CH3:3])[CH3:2].[C:22]([O:26][CH3:27])(=[O:25])[CH:23]=[CH2:24].C1(P(C2C=CC=CC=2)C2C=CC=CC=2)C=CC=CC=1.C(N(CC)CC)C. Product: [C:1]([O:5][C:6]([NH:7][CH:8]([C:10]1[C:11]([O:19][CH3:20])=[C:12](/[CH:24]=[CH:23]/[C:22]([O:26][CH3:27])=[O:25])[C:13]([CH3:17])=[C:14]([Cl:16])[CH:15]=1)[CH3:9])=[O:21])([CH3:4])([CH3:3])[CH3:2]. The catalyst class is: 274. (9) Reactant: [CH3:1][C:2]1([CH3:26])[C:6]([C:7]2[CH:8]=[C:9]([CH:14]=[CH:15][C:16]=2[C:17]2[C:22]([F:23])=[CH:21][N:20]=[C:19]([O:24][CH3:25])[CH:18]=2)[C:10](OC)=[O:11])=[CH:5][CH2:4][CH2:3]1.[H-].[H-].[H-].[H-].[Li+].[Al+3]. Product: [CH3:1][C:2]1([CH3:26])[C:6]([C:7]2[CH:8]=[C:9]([CH2:10][OH:11])[CH:14]=[CH:15][C:16]=2[C:17]2[C:22]([F:23])=[CH:21][N:20]=[C:19]([O:24][CH3:25])[CH:18]=2)=[CH:5][CH2:4][CH2:3]1. The catalyst class is: 1.